This data is from Peptide-MHC class I binding affinity with 185,985 pairs from IEDB/IMGT. The task is: Regression. Given a peptide amino acid sequence and an MHC pseudo amino acid sequence, predict their binding affinity value. This is MHC class I binding data. (1) The peptide sequence is FYLCFLAFLL. The MHC is HLA-A24:02 with pseudo-sequence HLA-A24:02. The binding affinity (normalized) is 0.759. (2) The peptide sequence is VLLISDPGL. The MHC is HLA-B57:01 with pseudo-sequence HLA-B57:01. The binding affinity (normalized) is 0.0847. (3) The peptide sequence is RAVEPGTVL. The MHC is HLA-B35:01 with pseudo-sequence HLA-B35:01. The binding affinity (normalized) is 0.403. (4) The peptide sequence is RMRGAHTNDV. The MHC is HLA-A24:02 with pseudo-sequence HLA-A24:02. The binding affinity (normalized) is 0.0480. (5) The peptide sequence is RPIQNVPGP. The MHC is HLA-B07:02 with pseudo-sequence HLA-B07:02. The binding affinity (normalized) is 0.0512. (6) The peptide sequence is KTRLFRSPQV. The MHC is HLA-A02:02 with pseudo-sequence HLA-A02:02. The binding affinity (normalized) is 0.156.